This data is from Reaction yield outcomes from USPTO patents with 853,638 reactions. The task is: Predict the reaction yield, written as a fraction of the theoretical maximum amount of product (1.0 means a 100% yield; for example, 0.34 means a 34% yield). The reactants are [OH:1][C:2]1[C:3]([C:19]([C:22]2[CH:27]=[CH:26][CH:25]=[CH:24][CH:23]=2)([CH3:21])[CH3:20])=[N:4][C:5]2[C:10]([C:11]=1[C:12]([OH:14])=[O:13])=[CH:9][CH:8]=[C:7]1CCCC[C:6]=21.[F:28][C:29]([F:48])([F:47])[C:30](C1C=CC=C2C=1NC(=O)C2=O)([OH:35])[C:31]([F:34])([F:33])[F:32].C(OCC(=O)C(C1C=CC([Cl:64])=CC=1)(C)C)(=O)C. No catalyst specified. The product is [Cl:64][C:25]1[CH:26]=[CH:27][C:22]([C:19]([C:3]2[C:2]([OH:1])=[C:11]([C:12]([OH:14])=[O:13])[C:10]3[C:5](=[C:6]([C:30]([OH:35])([C:31]([F:34])([F:33])[F:32])[C:29]([F:48])([F:47])[F:28])[CH:7]=[CH:8][CH:9]=3)[N:4]=2)([CH3:20])[CH3:21])=[CH:23][CH:24]=1. The yield is 0.0710.